Dataset: Forward reaction prediction with 1.9M reactions from USPTO patents (1976-2016). Task: Predict the product of the given reaction. Given the reactants [Br:1][C:2]1[CH:3]=[C:4]2[C:8](=[CH:9][CH:10]=1)[NH:7][N:6]=[C:5]2[C:11](OCC)=[O:12].C1(C)C=CC=CC=1.[H-].C([Al+]CC(C)C)C(C)C.O.O.O.O.O.O.O.O.O.O.S([O-])([O-])(=O)=O.[Na+].[Na+], predict the reaction product. The product is: [Br:1][C:2]1[CH:3]=[C:4]2[C:8](=[CH:9][CH:10]=1)[NH:7][N:6]=[C:5]2[CH2:11][OH:12].